The task is: Predict the reactants needed to synthesize the given product.. This data is from Full USPTO retrosynthesis dataset with 1.9M reactions from patents (1976-2016). (1) Given the product [Br:11][CH2:9][C:8]([C:5]1[CH:6]=[CH:7][C:2]([Br:1])=[CH:3][CH:4]=1)=[O:10], predict the reactants needed to synthesize it. The reactants are: [Br:1][C:2]1[CH:7]=[CH:6][C:5]([C:8](=[O:10])[CH3:9])=[CH:4][CH:3]=1.[Br:11]Br. (2) Given the product [F:41][C:42]([F:47])([F:46])[C:43]([OH:45])=[O:44].[NH2:7][CH:8]([CH2:9][C:10]1[CH:15]=[CH:14][CH:13]=[CH:12][CH:11]=1)[C:16]([NH:17][CH:18]([CH2:29][C:30]1[CH:35]=[C:34]([F:36])[C:33]([F:37])=[CH:32][C:31]=1[F:38])[CH2:19][C:20]([N:22]1[CH2:26][CH2:25][CH2:24][CH:23]1[C:27]#[N:28])=[O:21])=[O:39], predict the reactants needed to synthesize it. The reactants are: C(OC(=O)[NH:7][CH:8]([C:16](=[O:39])[NH:17][CH:18]([CH2:29][C:30]1[CH:35]=[C:34]([F:36])[C:33]([F:37])=[CH:32][C:31]=1[F:38])[CH2:19][C:20]([N:22]1[CH2:26][CH2:25][CH2:24][CH:23]1[C:27]#[N:28])=[O:21])[CH2:9][C:10]1[CH:15]=[CH:14][CH:13]=[CH:12][CH:11]=1)(C)(C)C.[F:41][C:42]([F:47])([F:46])[C:43]([OH:45])=[O:44]. (3) Given the product [C:32]1([S:38]([CH2:41][CH2:42][N:43]([CH:18]=[C:17]2[C:16]3[C:15]([CH3:30])([C:14]4[CH:5]([O:4][C:2](=[O:3])[CH3:1])[CH2:6][C:7]5([CH3:31])[CH:8]([C:13]=4[C:21](=[O:22])[C:20]=3[OH:19])[CH2:9][CH2:10][CH:11]5[OH:12])[CH:26]([CH2:27][O:28][CH3:29])[O:25][C:23]2=[O:24])[CH2:44][CH2:45][CH2:46][N:47]([CH2:48][CH3:49])[CH2:50][CH3:51])(=[O:40])=[O:39])[CH:33]=[CH:34][CH:35]=[CH:36][CH:37]=1, predict the reactants needed to synthesize it. The reactants are: [CH3:1][C:2]([O:4][C@H:5]1[C:14]2[C@@:15]3([CH3:30])[C@@H:26]([CH2:27][O:28][CH3:29])[O:25][C:23](=[O:24])[C:17]4=[CH:18][O:19][C:20]([C:21](=[O:22])[C:13]=2[C@@H:8]2[CH2:9][CH2:10][C@H:11]([OH:12])[C@@:7]2([CH3:31])[CH2:6]1)=[C:16]34)=[O:3].[C:32]1([S:38]([CH2:41][CH2:42][NH:43][CH2:44][CH2:45][CH2:46][N:47]([CH2:50][CH3:51])[CH2:48][CH3:49])(=[O:40])=[O:39])[CH:37]=[CH:36][CH:35]=[CH:34][CH:33]=1. (4) The reactants are: [CH2:1]([O:8][C:9]1[C:10]([C:18]2(O)[C:26]3[C:21](=[CH:22][CH:23]=[CH:24][CH:25]=3)[N:20]([CH:27]([C:34]3[CH:39]=[CH:38][CH:37]=[CH:36][CH:35]=3)[C:28]3[CH:33]=[CH:32][CH:31]=[CH:30][CH:29]=3)[C:19]2=[O:40])=[CH:11][C:12]2[O:16][CH2:15][O:14][C:13]=2[CH:17]=1)[C:2]1[CH:7]=[CH:6][CH:5]=[CH:4][CH:3]=1.FC(F)(F)C(O)=O.C([SiH](CC)CC)C. Given the product [CH2:1]([O:8][C:9]1[C:10]([CH:18]2[C:26]3[C:21](=[CH:22][CH:23]=[CH:24][CH:25]=3)[N:20]([CH:27]([C:34]3[CH:39]=[CH:38][CH:37]=[CH:36][CH:35]=3)[C:28]3[CH:29]=[CH:30][CH:31]=[CH:32][CH:33]=3)[C:19]2=[O:40])=[CH:11][C:12]2[O:16][CH2:15][O:14][C:13]=2[CH:17]=1)[C:2]1[CH:7]=[CH:6][CH:5]=[CH:4][CH:3]=1, predict the reactants needed to synthesize it. (5) Given the product [N+:18]([C:14]1[C:15]([NH2:17])=[CH:16][C:8]2[CH:7]3[CH2:12][CH:10]([CH2:11][NH:5][CH2:6]3)[C:9]=2[CH:13]=1)([O-:20])=[O:19], predict the reactants needed to synthesize it. The reactants are: FC(F)(F)C([N:5]1[CH2:11][CH:10]2[CH2:12][CH:7]([C:8]3[CH:16]=[C:15]([NH2:17])[C:14]([N+:18]([O-:20])=[O:19])=[CH:13][C:9]=32)[CH2:6]1)=O.[OH-].[Na+].CCOC(C)=O.